This data is from Reaction yield outcomes from USPTO patents with 853,638 reactions. The task is: Predict the reaction yield, written as a fraction of the theoretical maximum amount of product (1.0 means a 100% yield; for example, 0.34 means a 34% yield). The reactants are [C:1]([O:5][C:6]([NH:8][CH:9]([CH:19](OS(C)(=O)=O)[CH3:20])[CH2:10][O:11][Si:12]([C:15]([CH3:18])([CH3:17])[CH3:16])([CH3:14])[CH3:13])=[O:7])([CH3:4])([CH3:3])[CH3:2].[N-:26]=[N+:27]=[N-:28].[Na+].C1OCCOCCOCCOCCOC1.CCOC(C)=O. The catalyst is CN(P(N(C)C)(N(C)C)=O)C. The product is [N:26]([CH:19]([CH3:20])[CH:9]([NH:8][C:6]([O:5][C:1]([CH3:4])([CH3:3])[CH3:2])=[O:7])[CH2:10][O:11][Si:12]([C:15]([CH3:18])([CH3:17])[CH3:16])([CH3:14])[CH3:13])=[N+:27]=[N-:28]. The yield is 0.340.